This data is from Peptide-MHC class I binding affinity with 185,985 pairs from IEDB/IMGT. The task is: Regression. Given a peptide amino acid sequence and an MHC pseudo amino acid sequence, predict their binding affinity value. This is MHC class I binding data. (1) The peptide sequence is FLLDYEGTL. The MHC is HLA-A02:03 with pseudo-sequence HLA-A02:03. The binding affinity (normalized) is 1.00. (2) The peptide sequence is YPMSIPATL. The MHC is HLA-B08:01 with pseudo-sequence HLA-B08:01. The binding affinity (normalized) is 0.742. (3) The peptide sequence is EKYNLTSV. The MHC is H-2-Kb with pseudo-sequence H-2-Kb. The binding affinity (normalized) is 0.0735. (4) The peptide sequence is YTSLDVYGS. The MHC is HLA-A68:02 with pseudo-sequence HLA-A68:02. The binding affinity (normalized) is 0.197. (5) The peptide sequence is MSTYSDICSK. The MHC is HLA-A11:01 with pseudo-sequence HLA-A11:01. The binding affinity (normalized) is 0. (6) The peptide sequence is GTQDQSLYL. The MHC is HLA-A29:02 with pseudo-sequence HLA-A29:02. The binding affinity (normalized) is 0.213. (7) The peptide sequence is FLKENGGL. The MHC is HLA-A29:02 with pseudo-sequence HLA-A29:02. The binding affinity (normalized) is 0. (8) The peptide sequence is RQGLELTLL. The MHC is Mamu-B08 with pseudo-sequence Mamu-B08. The binding affinity (normalized) is 0.536. (9) The peptide sequence is KEKGGLEGL. The MHC is HLA-A02:06 with pseudo-sequence HLA-A02:06. The binding affinity (normalized) is 0.146. (10) The peptide sequence is ILNRKAIDF. The MHC is HLA-B51:01 with pseudo-sequence HLA-B51:01. The binding affinity (normalized) is 0.0847.